Dataset: Catalyst prediction with 721,799 reactions and 888 catalyst types from USPTO. Task: Predict which catalyst facilitates the given reaction. (1) Reactant: [CH3:1][O:2][C:3](=[O:39])[NH:4][C@H:5]([C:9]([N:11]1[CH2:15][CH2:14][CH2:13][C@H:12]1[C:16]1[NH:17][CH:18]=[C:19]([C:21]2[CH:26]=[CH:25][C:24]([C:27]3[CH:32]=[C:31]([Cl:33])[C:30]([NH2:34])=[CH:29][C:28]=3[C:35]([F:38])([F:37])[F:36])=[CH:23][CH:22]=2)[N:20]=1)=[O:10])[CH:6]([CH3:8])[CH3:7].[F:40][C:41]1[CH:46]=[CH:45][C:44]([C:47](Cl)=[O:48])=[CH:43][N:42]=1. The catalyst class is: 2. Product: [CH3:1][O:2][C:3](=[O:39])[NH:4][C@H:5]([C:9]([N:11]1[CH2:15][CH2:14][CH2:13][C@H:12]1[C:16]1[NH:17][CH:18]=[C:19]([C:21]2[CH:22]=[CH:23][C:24]([C:27]3[CH:32]=[C:31]([Cl:33])[C:30]([NH:34][C:47]([C:44]4[CH:43]=[N:42][C:41]([F:40])=[CH:46][CH:45]=4)=[O:48])=[CH:29][C:28]=3[C:35]([F:37])([F:38])[F:36])=[CH:25][CH:26]=2)[N:20]=1)=[O:10])[CH:6]([CH3:8])[CH3:7]. (2) Reactant: C[O:2][C:3]1[CH:10]=[CH:9][CH:8]=[C:7]([N+:11]([O-])=O)[C:4]=1[C:5]#[N:6]. The catalyst class is: 50. Product: [NH2:11][C:7]1[CH:8]=[CH:9][CH:10]=[C:3]([OH:2])[C:4]=1[C:5]#[N:6]. (3) Reactant: [CH3:1][Si:2]([C:5]#[CH:6])([CH3:4])[CH3:3].C([Li])CCC.[F:12][C:13]([C:16]([CH2:18][CH3:19])=[O:17])([F:15])[F:14].[Cl-].[NH4+]. Product: [F:12][C:13]([F:15])([F:14])[C:16]([OH:17])([CH2:18][CH3:19])[C:6]#[C:5][Si:2]([CH3:4])([CH3:3])[CH3:1]. The catalyst class is: 1. (4) Reactant: [Br:1][C:2]1[CH:3]=[CH:4][C:5]([NH2:9])=[N:6][C:7]=1[CH3:8].[C:10](O)([C:12](F)(F)F)=O. Product: [Br:1][C:2]1[CH:3]=[CH:4][C:5]2[N:6]([CH:2]=[C:7]([CH2:8][C@@H:10]3[CH2:12][CH2:3][CH2:4][CH2:5][NH:6]3)[N:9]=2)[C:7]=1[CH3:8]. The catalyst class is: 2. (5) Reactant: [CH2:1]([OH:11])[CH:2]([OH:10])[CH2:3][O:4][CH2:5][CH:6]([OH:9])[CH2:7][OH:8].[CH:12](=O)[CH2:13][CH2:14][CH2:15][CH2:16][CH2:17][CH3:18]. Product: [OH:9][CH:6]([CH2:7][O:8][CH2:12][CH2:13][CH2:14][CH2:15][CH2:16][CH2:17][CH3:18])[CH2:5][O:4][CH2:3][CH:2]([OH:10])[CH2:1][OH:11]. The catalyst class is: 386. (6) Reactant: [O:1]1[CH2:6][CH2:5][CH2:4][CH2:3][CH:2]1[C:7]([OH:9])=O.CN(C(ON1N=NC2C=CC=NC1=2)=[N+](C)C)C.F[P-](F)(F)(F)(F)F.CCN(C(C)C)C(C)C.Cl.[CH2:44]([O:51][C:52](=[O:71])[NH:53][CH2:54][CH2:55][CH2:56][CH2:57][C@H:58]([NH2:70])[C:59]([C:61]1[S:62][C:63]2[CH:69]=[CH:68][CH:67]=[CH:66][C:64]=2[N:65]=1)=[O:60])[C:45]1[CH:50]=[CH:49][CH:48]=[CH:47][CH:46]=1. Product: [CH2:44]([O:51][C:52](=[O:71])[NH:53][CH2:54][CH2:55][CH2:56][CH2:57][C@H:58]([NH:70][C:7]([CH:2]1[CH2:3][CH2:4][CH2:5][CH2:6][O:1]1)=[O:9])[C:59]([C:61]1[S:62][C:63]2[CH:69]=[CH:68][CH:67]=[CH:66][C:64]=2[N:65]=1)=[O:60])[C:45]1[CH:50]=[CH:49][CH:48]=[CH:47][CH:46]=1. The catalyst class is: 20. (7) Reactant: [NH2:1][C:2]1[N:17]=[C:16]([OH:18])[C:5]2[CH2:6][CH2:7][CH2:8][CH2:9][C:10]3[CH:15]=[CH:14][CH:13]=[CH:12][C:11]=3[C:4]=2[N:3]=1.[C:19]1([CH3:29])[CH:24]=[CH:23][C:22]([S:25](Cl)(=[O:27])=[O:26])=[CH:21][CH:20]=1.C(N(CC)CC)C. Product: [NH2:1][C:2]1[N:17]=[C:16]([O:18][S:25]([C:22]2[CH:23]=[CH:24][C:19]([CH3:29])=[CH:20][CH:21]=2)(=[O:27])=[O:26])[C:5]2[CH2:6][CH2:7][CH2:8][CH2:9][C:10]3[CH:15]=[CH:14][CH:13]=[CH:12][C:11]=3[C:4]=2[N:3]=1. The catalyst class is: 172.